This data is from Catalyst prediction with 721,799 reactions and 888 catalyst types from USPTO. The task is: Predict which catalyst facilitates the given reaction. (1) Reactant: [NH:1]1[C:9]2[C:4](=[CH:5][CH:6]=[C:7]([C:10]([OH:12])=O)[CH:8]=2)[CH:3]=[CH:2]1.C1N=CN(C(N2C=NC=C2)=O)C=1.[NH:25]1[CH2:30][CH2:29][O:28][CH2:27][CH2:26]1. Product: [NH:1]1[C:9]2[C:4](=[CH:5][CH:6]=[C:7]([C:10]([N:25]3[CH2:30][CH2:29][O:28][CH2:27][CH2:26]3)=[O:12])[CH:8]=2)[CH:3]=[CH:2]1. The catalyst class is: 4. (2) Reactant: [F:1][C:2]1[C:11]2[O:10][CH2:9][C@H:8]([CH3:12])[NH:7][C:6]=2[C:5]([NH2:13])=[CH:4][CH:3]=1.C(O[C:17](=N)[C@@H:18]([NH:20][C:21]([O:23][C:24]([CH3:27])([CH3:26])[CH3:25])=[O:22])[CH3:19])C. Product: [C:24]([O:23][C:21](=[O:22])[NH:20][C@H:18]([C:17]1[N:7]2[C:6]3[C:11]([O:10][CH2:9][C@@H:8]2[CH3:12])=[C:2]([F:1])[CH:3]=[CH:4][C:5]=3[N:13]=1)[CH3:19])([CH3:27])([CH3:26])[CH3:25]. The catalyst class is: 14. (3) Reactant: Br[C:2]1[CH:10]=[CH:9][C:8]2[N:7]3[CH2:11][CH2:12][C:13](=[CH:14][C:15]([O:17][C:18]([CH3:21])([CH3:20])[CH3:19])=[O:16])[C:6]3=[CH:5][C:4]=2[CH:3]=1.C([O-])(=O)C.[K+].[CH3:27][C:28]1([CH3:44])[C:32]([CH3:34])([CH3:33])[O:31][B:30]([B:30]2[O:31][C:32]([CH3:34])([CH3:33])[C:28]([CH3:44])([CH3:27])[O:29]2)[O:29]1. Product: [CH3:27][C:28]1([CH3:44])[C:32]([CH3:34])([CH3:33])[O:31][B:30]([C:2]2[CH:10]=[CH:9][C:8]3[N:7]4[CH2:11][CH2:12][C:13](=[CH:14][C:15]([O:17][C:18]([CH3:21])([CH3:20])[CH3:19])=[O:16])[C:6]4=[CH:5][C:4]=3[CH:3]=2)[O:29]1. The catalyst class is: 75. (4) Reactant: C[O:2][C:3](=[O:40])[CH2:4][C:5]([NH:7][C:8]1[CH:9]=[C:10]([S:14][CH:15]([C:25]2[CH:30]=[CH:29][C:28]([CH2:31][CH2:32][CH2:33][CH2:34][CH2:35][CH2:36][CH2:37][CH2:38][CH3:39])=[CH:27][CH:26]=2)[C:16](=[O:24])[CH2:17][CH2:18][CH2:19][C:20]([O:22]C)=[O:21])[CH:11]=[CH:12][CH:13]=1)=[O:6].[OH-].[Na+]. Product: [C:3]([CH2:4][C:5]([NH:7][C:8]1[CH:9]=[C:10]([S:14][CH:15]([C:25]2[CH:26]=[CH:27][C:28]([CH2:31][CH2:32][CH2:33][CH2:34][CH2:35][CH2:36][CH2:37][CH2:38][CH3:39])=[CH:29][CH:30]=2)[C:16](=[O:24])[CH2:17][CH2:18][CH2:19][C:20]([OH:22])=[O:21])[CH:11]=[CH:12][CH:13]=1)=[O:6])([OH:40])=[O:2]. The catalyst class is: 5. (5) Reactant: [CH2:1]([O:3][C:4](=[O:67])[CH2:5][CH2:6][C:7]([C:10]1[CH:11]=[C:12]2[C:20](=[CH:21][CH:22]=1)[N:19]([CH2:23][CH:24]([CH2:29][CH3:30])[CH2:25][CH2:26][CH2:27][CH3:28])[C:18]1[C:13]2=[CH:14][C:15]([C:35](=[O:66])[C:36]2[CH:41]=[CH:40][C:39]([N:42]3[C:54]4[CH:53]=[CH:52][C:51]([C:55](=[N:64][OH:65])[CH2:56][CH2:57][C:58]([O:60][CH2:61][CH2:62][CH3:63])=[O:59])=[CH:50][C:49]=4[C:48]4[C:43]3=[CH:44][CH:45]=[CH:46][CH:47]=4)=[CH:38][CH:37]=2)=[C:16]2[CH:34]=[CH:33][CH:32]=[CH:31][C:17]2=1)=[N:8][OH:9])[CH3:2].C(N([CH2:73][CH3:74])CC)C.[C:75](Cl)(=[O:77])[CH3:76].[OH2:79]. Product: [CH2:1]([O:3][C:4](=[O:67])[CH2:5][CH2:6][C:7]([C:10]1[CH:11]=[C:12]2[C:20](=[CH:21][CH:22]=1)[N:19]([CH2:23][CH:24]([CH2:29][CH3:30])[CH2:25][CH2:26][CH2:27][CH3:28])[C:18]1[C:13]2=[CH:14][C:15]([C:35](=[O:66])[C:36]2[CH:41]=[CH:40][C:39]([N:42]3[C:54]4[CH:53]=[CH:52][C:51]([C:55](=[N:64][O:65][C:73](=[O:79])[CH3:74])[CH2:56][CH2:57][C:58]([O:60][CH2:61][CH2:62][CH3:63])=[O:59])=[CH:50][C:49]=4[C:48]4[C:43]3=[CH:44][CH:45]=[CH:46][CH:47]=4)=[CH:38][CH:37]=2)=[C:16]2[CH:34]=[CH:33][CH:32]=[CH:31][C:17]2=1)=[N:8][O:9][C:75](=[O:77])[CH3:76])[CH3:2]. The catalyst class is: 7. (6) Reactant: Cl[C:2]1[N:10]=[C:9]2[C:5]([N:6]=[CH:7][N:8]2[CH:11]2[CH2:16][CH2:15][N:14]([C:17]([O:19][C:20]([CH3:23])([CH3:22])[CH3:21])=[O:18])[CH2:13][CH2:12]2)=[C:4]([N:24]2[CH2:29][CH2:28][O:27][CH2:26][CH2:25]2)[N:3]=1.O[C:31]1[CH:32]=[C:33]([CH2:37]B(O)O)[CH:34]=[CH:35][CH:36]=1.C(=O)([O-])[O-:42].[Na+].[Na+]. Product: [OH:42][CH2:37][C:33]1[CH:32]=[C:31]([C:2]2[N:10]=[C:9]3[C:5]([N:6]=[CH:7][N:8]3[CH:11]3[CH2:16][CH2:15][N:14]([C:17]([O:19][C:20]([CH3:23])([CH3:22])[CH3:21])=[O:18])[CH2:13][CH2:12]3)=[C:4]([N:24]3[CH2:29][CH2:28][O:27][CH2:26][CH2:25]3)[N:3]=2)[CH:36]=[CH:35][CH:34]=1. The catalyst class is: 276. (7) Reactant: [CH3:1][O:2][C:3]([C:5]1[CH:10]([C:11]2[CH:16]=[CH:15][C:14]([C:17]#[N:18])=[CH:13][C:12]=2[CH:19]=[O:20])[N:9]2[C:21](=[O:24])[NH:22][N:23]=[C:8]2[N:7]([C:25]2[CH:30]=[CH:29][CH:28]=[C:27]([C:31]([F:34])([F:33])[F:32])[CH:26]=2)[C:6]=1[CH3:35])=[O:4].P([O-])(O)(O)=[O:37].[Na+].CC(=CC)C.Cl([O-])=O.[Na+].Cl. Product: [CH3:1][O:2][C:3]([C:5]1[CH:10]([C:11]2[CH:16]=[CH:15][C:14]([C:17]#[N:18])=[CH:13][C:12]=2[C:19]([OH:37])=[O:20])[N:9]2[C:21](=[O:24])[NH:22][N:23]=[C:8]2[N:7]([C:25]2[CH:30]=[CH:29][CH:28]=[C:27]([C:31]([F:32])([F:34])[F:33])[CH:26]=2)[C:6]=1[CH3:35])=[O:4]. The catalyst class is: 371. (8) Reactant: FC(F)(F)C(O)=O.C[N:9]([CH:11]=[C:12]([N:18]1[CH:22]=[C:21]([C:23]#[N:24])[N:20]=[CH:19]1)[C:13]([O:15]CC)=O)C.[CH:25]1([N:29]2[CH2:34][CH2:33][N:32]([C:35]3[CH:40]=[C:39]([NH:41]N)[N:38]=[CH:37][N:36]=3)[CH2:31][CH2:30]2)[CH2:28][CH2:27][CH2:26]1. Product: [CH:25]1([N:29]2[CH2:34][CH2:33][N:32]([C:35]3[N:36]=[CH:37][N:38]=[C:39]([N:41]4[C:13](=[O:15])[C:12]([N:18]5[CH:22]=[C:21]([C:23]#[N:24])[N:20]=[CH:19]5)=[CH:11][NH:9]4)[CH:40]=3)[CH2:31][CH2:30]2)[CH2:26][CH2:27][CH2:28]1. The catalyst class is: 13. (9) Reactant: [CH3:1][O:2][N:3]=[C:4]1[C:12]2[C:7](=[CH:8][C:9]([CH:13]=O)=[CH:10][CH:11]=2)[CH2:6][CH2:5]1.C[O-].[Na+].[CH2:18]([O:25][C:26]([N:28]1[CH2:33][CH2:32][CH:31]([C:34](=[O:36])[CH3:35])[CH2:30][CH2:29]1)=[O:27])[C:19]1[CH:24]=[CH:23][CH:22]=[CH:21][CH:20]=1. Product: [CH2:18]([O:25][C:26]([N:28]1[CH2:33][CH2:32][CH:31]([C:34](=[O:36])/[CH:35]=[CH:13]/[C:9]2[CH:8]=[C:7]3[C:12](=[CH:11][CH:10]=2)[C:4](=[N:3][O:2][CH3:1])[CH2:5][CH2:6]3)[CH2:30][CH2:29]1)=[O:27])[C:19]1[CH:20]=[CH:21][CH:22]=[CH:23][CH:24]=1. The catalyst class is: 5. (10) Reactant: Cl[C:2]1[N:7]=[CH:6][C:5]([B:8]([OH:10])[OH:9])=[CH:4][N:3]=1.[NH:11]1[CH2:17][CH2:16][C:15](=[O:18])[NH:14][CH2:13][CH2:12]1. Product: [O:18]=[C:15]1[CH2:16][CH2:17][N:11]([C:2]2[N:7]=[CH:6][C:5]([B:8]([OH:10])[OH:9])=[CH:4][N:3]=2)[CH2:12][CH2:13][NH:14]1. The catalyst class is: 12.